Dataset: Reaction yield outcomes from USPTO patents with 853,638 reactions. Task: Predict the reaction yield, written as a fraction of the theoretical maximum amount of product (1.0 means a 100% yield; for example, 0.34 means a 34% yield). (1) The yield is 0.617. The product is [CH3:1][O:2][C:3](=[O:14])[CH2:4][O:5][C:6]1[CH:11]=[CH:10][C:9]([CH2:12][O:13][C:15](=[O:17])[CH3:16])=[CH:8][CH:7]=1. The catalyst is N1C=CC=CC=1. The reactants are [CH3:1][O:2][C:3](=[O:14])[CH2:4][O:5][C:6]1[CH:11]=[CH:10][C:9]([CH2:12][OH:13])=[CH:8][CH:7]=1.[C:15](OC(=O)C)(=[O:17])[CH3:16]. (2) The reactants are [C:1]1([C:7]2[CH:12]=[C:11]([CH:13]3[CH2:18][C:17](=[O:19])[NH:16][C:15](=[O:20])[CH2:14]3)[CH:10]=[CH:9][C:8]=2[NH:21][C:22]([C:24]2[N:25](COCC[Si](C)(C)C)[CH:26]=[C:27]([C:29]#[N:30])[N:28]=2)=[O:23])[CH2:6][CH2:5][CH2:4][CH2:3][CH:2]=1.C(O)(C(F)(F)F)=O. The catalyst is C(Cl)Cl.CCO. The product is [C:1]1([C:7]2[CH:12]=[C:11]([CH:13]3[CH2:14][C:15](=[O:20])[NH:16][C:17](=[O:19])[CH2:18]3)[CH:10]=[CH:9][C:8]=2[NH:21][C:22]([C:24]2[NH:25][CH:26]=[C:27]([C:29]#[N:30])[N:28]=2)=[O:23])[CH2:6][CH2:5][CH2:4][CH2:3][CH:2]=1. The yield is 0.0800. (3) The reactants are [O:1]([C:8]1[CH:30]=[CH:29][C:11]([O:12][C:13]2[C:18]([C:19]([NH2:21])=[O:20])=[CH:17][N:16]=[C:15]([NH:22][CH:23]3[CH2:28][CH2:27][CH2:26][NH:25][CH2:24]3)[N:14]=2)=[CH:10][CH:9]=1)[C:2]1[CH:7]=[CH:6][CH:5]=[CH:4][CH:3]=1.[N:31]#[C:32]Br.C(=O)(O)[O-].[Na+]. The catalyst is ClCCl.O. The product is [C:32]([N:25]1[CH2:26][CH2:27][CH2:28][CH:23]([NH:22][C:15]2[N:14]=[C:13]([O:12][C:11]3[CH:29]=[CH:30][C:8]([O:1][C:2]4[CH:7]=[CH:6][CH:5]=[CH:4][CH:3]=4)=[CH:9][CH:10]=3)[C:18]([C:19]([NH2:21])=[O:20])=[CH:17][N:16]=2)[CH2:24]1)#[N:31]. The yield is 0.750. (4) The reactants are [NH2:1][C:2]1[CH:7]=[CH:6][C:5]([C:8]2[CH2:12][NH:11][C:10](=[O:13])[CH:9]=2)=[CH:4][C:3]=1[O:14][CH3:15]. The catalyst is C(O)C.[Pd]. The product is [NH2:1][C:2]1[CH:7]=[CH:6][C:5]([CH:8]2[CH2:12][NH:11][C:10](=[O:13])[CH2:9]2)=[CH:4][C:3]=1[O:14][CH3:15]. The yield is 0.350. (5) The reactants are C[N:2](C)[CH:3]=[CH:4][C:5]([C:7]1[C:12](=[O:13])[CH:11]=[CH:10][N:9]([C:14]2[CH:19]=[CH:18][C:17]([S:20]([CH3:23])(=[O:22])=[O:21])=[CH:16][CH:15]=2)[N:8]=1)=O.[C:25]1([NH:31]N)[CH:30]=[CH:29][CH:28]=[CH:27][CH:26]=1. The catalyst is CO. The product is [CH3:23][S:20]([C:17]1[CH:18]=[CH:19][C:14]([N:9]2[CH:10]=[CH:11][C:12](=[O:13])[C:7]([C:5]3[N:31]([C:25]4[CH:30]=[CH:29][CH:28]=[CH:27][CH:26]=4)[N:2]=[CH:3][CH:4]=3)=[N:8]2)=[CH:15][CH:16]=1)(=[O:22])=[O:21]. The yield is 0.0600. (6) The reactants are O[CH2:2][C@@H:3]([NH:15][C:16](=[O:22])[O:17][C:18]([CH3:21])([CH3:20])[CH3:19])[CH2:4][C:5]1[CH:10]=[CH:9][CH:8]=[CH:7][C:6]=1[C:11]([F:14])([F:13])[F:12].C1(P(C2C=CC=CC=2)C2C=CC=CC=2)C=CC=CC=1.[C:42]1(=[O:52])[NH:46][C:45](=[O:47])[C:44]2=[CH:48][CH:49]=[CH:50][CH:51]=[C:43]12.N(C(OCC)=O)=NC(OCC)=O. The catalyst is C1COCC1. The product is [O:47]=[C:45]1[C:44]2[C:43](=[CH:51][CH:50]=[CH:49][CH:48]=2)[C:42](=[O:52])[N:46]1[CH2:2][C@@H:3]([NH:15][C:16](=[O:22])[O:17][C:18]([CH3:21])([CH3:20])[CH3:19])[CH2:4][C:5]1[CH:10]=[CH:9][CH:8]=[CH:7][C:6]=1[C:11]([F:14])([F:13])[F:12]. The yield is 0.540. (7) The reactants are [O:1]=[C:2]([NH:9][C:10]1[CH:15]=[CH:14][CH:13]=[C:12]([C:16]([F:19])([F:18])[F:17])[CH:11]=1)[CH2:3][C:4]([O:6]CC)=[O:5].C[O-].[Na+].CO[CH:25]=[CH:26][C:27](=O)[CH3:28].[OH-].[Na+]. The product is [CH3:25][C:26]1[N:9]([C:10]2[CH:15]=[CH:14][CH:13]=[C:12]([C:16]([F:17])([F:18])[F:19])[CH:11]=2)[C:2](=[O:1])[C:3]([C:4]([OH:6])=[O:5])=[CH:28][CH:27]=1. The yield is 5.80. The catalyst is CCO.O. (8) The reactants are O[N:2]=[C:3]([C:9](=O)[C:10]1[CH:15]=[CH:14][CH:13]=[CH:12][N:11]=1)[C:4]([O:6][CH2:7][CH3:8])=[O:5].C([O-])(=O)C.[NH4+:21].[F:22][C:23]1[CH:30]=[CH:29][CH:28]=[C:27]([F:31])[C:24]=1[CH:25]=O. The catalyst is C(O)(=O)C.CO. The product is [F:22][C:23]1[CH:30]=[CH:29][CH:28]=[C:27]([F:31])[C:24]=1[C:25]1[NH:2][C:3]([C:4]([O:6][CH2:7][CH3:8])=[O:5])=[C:9]([C:10]2[CH:15]=[CH:14][CH:13]=[CH:12][N:11]=2)[N:21]=1. The yield is 0.0700.